Dataset: Forward reaction prediction with 1.9M reactions from USPTO patents (1976-2016). Task: Predict the product of the given reaction. (1) Given the reactants [CH:1]1([OH:8])[CH2:6][CH2:5][CH:4]([OH:7])[CH2:3][CH2:2]1.N1C=CC=CC=1.[C:15]1([CH3:25])[CH:20]=[CH:19][C:18]([S:21](Cl)(=[O:23])=[O:22])=[CH:17][CH:16]=1, predict the reaction product. The product is: [OH:7][CH:4]1[CH2:5][CH2:6][CH:1]([O:8][S:21]([C:18]2[CH:19]=[CH:20][C:15]([CH3:25])=[CH:16][CH:17]=2)(=[O:23])=[O:22])[CH2:2][CH2:3]1. (2) Given the reactants ClC1C=CC=C(C(OO)=[O:9])C=1.[Cl:12][C:13]1[S:17][N:16]=[C:15]([CH3:18])[C:14]=1[CH2:19][S:20][C:21]1[CH2:25][C:24]([CH3:27])([CH3:26])[O:23][N:22]=1.[OH2:28], predict the reaction product. The product is: [Cl:12][C:13]1[S:17][N:16]=[C:15]([CH3:18])[C:14]=1[CH2:19][S:20]([C:21]1[CH2:25][C:24]([CH3:27])([CH3:26])[O:23][N:22]=1)(=[O:9])=[O:28]. (3) Given the reactants Cl[C:2]1[CH:7]=[CH:6][N:5]=[C:4]2[CH:8]=[C:9]([C:11]3[N:12]([CH3:16])[CH:13]=[CH:14][N:15]=3)[S:10][C:3]=12.[CH3:17][NH:18][C:19]([C:21]1[C:29]2[C:24](=[CH:25][C:26]([OH:30])=[CH:27][CH:28]=2)[N:23]([CH2:31][CH3:32])[C:22]=1[CH3:33])=[O:20].C([O-])([O-])=O.[Cs+].[Cs+], predict the reaction product. The product is: [CH3:17][NH:18][C:19]([C:21]1[C:29]2[C:24](=[CH:25][C:26]([O:30][C:2]3[CH:7]=[CH:6][N:5]=[C:4]4[CH:8]=[C:9]([C:11]5[N:12]([CH3:16])[CH:13]=[CH:14][N:15]=5)[S:10][C:3]=34)=[CH:27][CH:28]=2)[N:23]([CH2:31][CH3:32])[C:22]=1[CH3:33])=[O:20]. (4) The product is: [C:1]([C:5]1[CH:6]=[CH:7][C:8]([NH:11][C:12](=[O:21])[NH:13][CH2:14][CH2:15][C:16]([OH:18])=[O:17])=[CH:9][CH:10]=1)([CH3:4])([CH3:2])[CH3:3]. Given the reactants [C:1]([C:5]1[CH:10]=[CH:9][C:8]([NH:11][C:12](=[O:21])[NH:13][CH2:14][CH2:15][C:16]([O:18]CC)=[O:17])=[CH:7][CH:6]=1)([CH3:4])([CH3:3])[CH3:2].[OH-].[Na+].Cl, predict the reaction product.